From a dataset of Catalyst prediction with 721,799 reactions and 888 catalyst types from USPTO. Predict which catalyst facilitates the given reaction. (1) Reactant: [CH2:1]([O:5][C:6]1[C:27]([O:28][CH3:29])=[CH:26][C:9]2[C:10]3[N:15]([CH:16]([CH2:18][CH3:19])[CH2:17][C:8]=2[CH:7]=1)[CH:14]=[C:13]([C:20]([O:22]CC)=[O:21])[C:12](=[O:25])[CH:11]=3)[CH2:2][CH2:3][CH3:4].[OH-].[Na+].Cl. Product: [CH2:1]([O:5][C:6]1[C:27]([O:28][CH3:29])=[CH:26][C:9]2[C:10]3[N:15]([CH:16]([CH2:18][CH3:19])[CH2:17][C:8]=2[CH:7]=1)[CH:14]=[C:13]([C:20]([OH:22])=[O:21])[C:12](=[O:25])[CH:11]=3)[CH2:2][CH2:3][CH3:4]. The catalyst class is: 1. (2) Reactant: [OH-].[Li+].[NH2:3][C:4]1[N:13]=[C:12]([N:14]2[CH2:19][CH2:18][N:17]([CH3:20])[CH2:16][CH2:15]2)[C:11]2[C:6](=[CH:7][C:8]([C:21]([O:23]C)=[O:22])=[CH:9][CH:10]=2)[N:5]=1. Product: [NH2:3][C:4]1[N:13]=[C:12]([N:14]2[CH2:15][CH2:16][N:17]([CH3:20])[CH2:18][CH2:19]2)[C:11]2[C:6](=[CH:7][C:8]([C:21]([OH:23])=[O:22])=[CH:9][CH:10]=2)[N:5]=1. The catalyst class is: 72.